This data is from Forward reaction prediction with 1.9M reactions from USPTO patents (1976-2016). The task is: Predict the product of the given reaction. (1) Given the reactants [CH2:1]([O:3][C:4](=[O:20])[CH:5]([C:11]1[CH:16]=[CH:15][C:14]([N+:17]([O-])=O)=[CH:13][CH:12]=1)[C:6]([O:8][CH2:9][CH3:10])=[O:7])[CH3:2].[H][H], predict the reaction product. The product is: [CH2:9]([O:8][C:6](=[O:7])[CH:5]([C:11]1[CH:16]=[CH:15][C:14]([NH2:17])=[CH:13][CH:12]=1)[C:4]([O:3][CH2:1][CH3:2])=[O:20])[CH3:10]. (2) Given the reactants [CH:1]1([C@@H:7]2[NH:12][C:11](=[O:13])[C@H:10]([CH2:14][CH:15]([CH3:17])[CH3:16])[NH:9][CH2:8]2)[CH2:6][CH2:5][CH2:4][CH2:3][CH2:2]1.[F:18][C:19]1[CH:24]=[CH:23][C:22]([C@@H:25]2[CH2:27][C@H:26]2[C:28](O)=[O:29])=[CH:21][CH:20]=1.C([C@@H]1N(C(=O)/C=C/C2C=CC=CC=2)C[C@H](CC(C)C)NC1=O)C(C)C, predict the reaction product. The product is: [CH:1]1([C@@H:7]2[NH:12][C:11](=[O:13])[C@H:10]([CH2:14][CH:15]([CH3:17])[CH3:16])[N:9]([C:28]([C@@H:26]3[CH2:27][C@H:25]3[C:22]3[CH:21]=[CH:20][C:19]([F:18])=[CH:24][CH:23]=3)=[O:29])[CH2:8]2)[CH2:2][CH2:3][CH2:4][CH2:5][CH2:6]1. (3) Given the reactants C[C@@]12[CH:10]([C:11]([C:13]([O-:15])=[O:14])=C)C[C@H](C1(C)C)CC2.C(C1C(O)=C(C(C)(C)C)C=[C:22]([CH3:31])C=1)(C)(C)C.CC1C(=CC(=CC=1)N=C=O)[N:35]=C=O.C([O-])(=O)CCCCCCCCCCC.C([O-])(=O)CCCCCCCCCCC.C([Sn+2]CCCC)CCC.C(OCCO)(=O)C=C.CCCCO[C@H](CO)CC, predict the reaction product. The product is: [C:13]([OH:15])(=[O:14])[CH:11]=[CH2:10].[NH2:35][C:13]([O:15][CH2:22][CH3:31])=[O:14]. (4) Given the reactants I[C:2]1[C:3](=[O:17])[NH:4][C:5](=[O:16])[N:6]([CH:15]=1)[C@@H:7]1[O:14][C@H:11]([CH2:12][OH:13])[C@@H:9]([OH:10])[CH2:8]1.C[Si]([C:22]#[CH:23])(C)C.C[O-].[Na+], predict the reaction product. The product is: [C:22]([C:2]1[C:3](=[O:17])[NH:4][C:5](=[O:16])[N:6]([CH:15]=1)[C@@H:7]1[O:14][C@H:11]([CH2:12][OH:13])[C@@H:9]([OH:10])[CH2:8]1)#[CH:23]. (5) Given the reactants P([O-])([O-])([O-])=O.[K+].[K+].[K+].[S:9]1[CH:13]=[CH:12][CH:11]=[C:10]1[C:14]#[N:15].C(#N)C.[OH2:19].CN(C)[C:22](=[O:29])[C:23]1C=C[CH:26]=[CH:25][CH:24]=1, predict the reaction product. The product is: [S:9]1[CH:13]=[CH:12][CH:11]=[C:10]1[C:14]([NH2:15])=[O:29].[S:9]1[CH:26]=[CH:25][CH:24]=[C:23]1[C:22]([OH:29])=[O:19]. (6) Given the reactants [OH:1][CH:2]([C:6]1[CH:11]=[CH:10][C:9]([C:12]2[N:16]=[C:15]([C:17]3[C:21]([C:22]([F:25])([F:24])[F:23])=[C:20]([C:26]4[CH:31]=[CH:30][CH:29]=[CH:28][CH:27]=4)[O:19][N:18]=3)[O:14][N:13]=2)=[CH:8][CH:7]=1)[C:3](O)=[O:4].[NH2:32][CH2:33][C:34]([CH3:37])([OH:36])[CH3:35].CN(C(ON1N=NC2C=CC=NC1=2)=[N+](C)C)C.F[P-](F)(F)(F)(F)F.CN1CCOCC1, predict the reaction product. The product is: [OH:1][CH:2]([C:6]1[CH:7]=[CH:8][C:9]([C:12]2[N:16]=[C:15]([C:17]3[C:21]([C:22]([F:25])([F:24])[F:23])=[C:20]([C:26]4[CH:27]=[CH:28][CH:29]=[CH:30][CH:31]=4)[O:19][N:18]=3)[O:14][N:13]=2)=[CH:10][CH:11]=1)[C:3]([NH:32][CH2:33][C:34]([OH:36])([CH3:37])[CH3:35])=[O:4].